Dataset: Forward reaction prediction with 1.9M reactions from USPTO patents (1976-2016). Task: Predict the product of the given reaction. (1) The product is: [O:1]=[C:2]1[C:7]2[NH:8][C:9]3[CH:10]=[CH:11][CH:12]=[CH:13][C:14]=3[C:6]=2[N:5]=[C:4]([S:15][CH2:16][C:17]([NH:26][CH:27]2[CH2:32][CH2:31][NH:30][CH2:29][CH2:28]2)=[O:19])[N:3]1[C:20]1[CH:21]=[CH:22][CH:23]=[CH:24][CH:25]=1. Given the reactants [O:1]=[C:2]1[C:7]2[NH:8][C:9]3[CH:10]=[CH:11][CH:12]=[CH:13][C:14]=3[C:6]=2[N:5]=[C:4]([S:15][CH2:16][C:17]([OH:19])=O)[N:3]1[C:20]1[CH:25]=[CH:24][CH:23]=[CH:22][CH:21]=1.[NH2:26][CH:27]1[CH2:32][CH2:31][NH:30][CH2:29][CH2:28]1.CN(C(ON1N=NC2C=CC=NC1=2)=[N+](C)C)C.F[P-](F)(F)(F)(F)F, predict the reaction product. (2) Given the reactants Br[C:2]1[N:7]=[C:6]([N:8]([C:21]2[CH:26]=[CH:25][CH:24]=[CH:23][CH:22]=2)[C:9]2[CH:14]=[CH:13][CH:12]=[C:11]([C:15]3[CH:20]=[CH:19][CH:18]=[CH:17][CH:16]=3)[N:10]=2)[CH:5]=[CH:4][CH:3]=1.[CH:27]1[C:35]2[C:34]3[CH:36]=[CH:37][CH:38]=[CH:39][C:33]=3[O:32][C:31]=2[C:30](B(O)O)=[CH:29][CH:28]=1.O.P([O-])([O-])([O-])=O.[K+].[K+].[K+].C1(C)C=CC=CC=1, predict the reaction product. The product is: [CH:27]1[C:35]2[C:34]3[CH:36]=[CH:37][CH:38]=[CH:39][C:33]=3[O:32][C:31]=2[C:30]([C:2]2[N:7]=[C:6]([N:8]([C:21]3[CH:22]=[CH:23][CH:24]=[CH:25][CH:26]=3)[C:9]3[CH:14]=[CH:13][CH:12]=[C:11]([C:15]4[CH:20]=[CH:19][CH:18]=[CH:17][CH:16]=4)[N:10]=3)[CH:5]=[CH:4][CH:3]=2)=[CH:29][CH:28]=1. (3) Given the reactants [OH:1][CH2:2][CH2:3][N+:4]([CH3:7])([CH3:6])[CH3:5].[F:8][CH:9]([F:35])[CH2:10][NH:11][C:12](=[O:34])[C:13]1[CH:18]=[CH:17][C:16]([N:19]2[C:32](=[O:33])[C:22]3[N:23]=[N:24][C:25]4[C:26]([F:31])=[CH:27][CH:28]=[CH:29][C:30]=4[C:21]=3[NH:20]2)=[CH:15][CH:14]=1, predict the reaction product. The product is: [OH:1][CH2:2][CH2:3][N+:4]([CH3:7])([CH3:6])[CH3:5].[F:35][CH:9]([F:8])[CH2:10][NH:11][C:12]([C:13]1[CH:18]=[CH:17][C:16]([N:19]2[C:32]([O-:33])=[C:22]3[N:23]=[N:24][C:25]4[C:26]([F:31])=[CH:27][CH:28]=[CH:29][C:30]=4[C:21]3=[N:20]2)=[CH:15][CH:14]=1)=[O:34].